This data is from Experimentally validated miRNA-target interactions with 360,000+ pairs, plus equal number of negative samples. The task is: Binary Classification. Given a miRNA mature sequence and a target amino acid sequence, predict their likelihood of interaction. Result: 0 (no interaction). The protein sequence of the target gene is MGRPPPCAIQPWILLLLFMGAWAGLTRAQGSKILEGRECIPHSQPWQAALFQGERLICGGVLVGDRWVLTAAHCKKQKYSVRLGDHSLQSRDQPEQEIQVAQSIQHPCYNNSNPEDHSHDIMLIRLQNSANLGDKVKPVQLANLCPKVGQKCIISGWGTVTSPQENFPNTLNCAEVKIYSQNKCERAYPGKITEGMVCAGSSNGADTCQGDSGGPLVCDGMLQGITSWGSDPCGKPEKPGVYTKICRYTTWIKKTMDNRD. The miRNA is hsa-let-7c-5p with sequence UGAGGUAGUAGGUUGUAUGGUU.